Dataset: Reaction yield outcomes from USPTO patents with 853,638 reactions. Task: Predict the reaction yield, written as a fraction of the theoretical maximum amount of product (1.0 means a 100% yield; for example, 0.34 means a 34% yield). (1) The reactants are [Cl:1][C:2]1[CH:7]=[CH:6][C:5]([NH2:8])=[CH:4][C:3]=1[C:9]1[O:10][C:11]2[CH:17]=[CH:16][C:15]([Cl:18])=[CH:14][C:12]=2[N:13]=1.N1C=CC=CC=1.Cl[C:26]([O:28][CH2:29][C:30]#[CH:31])=[O:27]. The catalyst is C(Cl)(Cl)Cl. The product is [CH2:29]([O:28][C:26](=[O:27])[NH:8][C:5]1[CH:6]=[CH:7][C:2]([Cl:1])=[C:3]([C:9]2[O:10][C:11]3[CH:17]=[CH:16][C:15]([Cl:18])=[CH:14][C:12]=3[N:13]=2)[CH:4]=1)[C:30]#[CH:31]. The yield is 0.410. (2) The reactants are [C:1]([O:5][C:6]([N:8]1[CH2:14][CH2:13][CH2:12][C@H:11]([N:15]([CH2:22][C:23]2[CH:28]=[C:27]([C:29]([F:32])([F:31])[F:30])[CH:26]=[C:25]([C:33]([F:36])([F:35])[F:34])[CH:24]=2)[C:16](=O)[CH2:17][C:18](=O)[CH3:19])[C:10]2[CH:37]=[C:38]([CH3:45])[C:39]([C:41]([F:44])([F:43])[F:42])=[CH:40][C:9]1=2)=[O:7])([CH3:4])([CH3:3])[CH3:2].Cl.[NH2:47][OH:48].C([O-])(=O)C.[Na+]. The catalyst is CO. The product is [C:1]([O:5][C:6]([N:8]1[CH2:14][CH2:13][CH2:12][C@H:11]([N:15]([CH2:22][C:23]2[CH:28]=[C:27]([C:29]([F:32])([F:30])[F:31])[CH:26]=[C:25]([C:33]([F:35])([F:36])[F:34])[CH:24]=2)[C:16]2[O:48][N:47]=[C:18]([CH3:19])[CH:17]=2)[C:10]2[CH:37]=[C:38]([CH3:45])[C:39]([C:41]([F:44])([F:42])[F:43])=[CH:40][C:9]1=2)=[O:7])([CH3:4])([CH3:2])[CH3:3]. The yield is 0.170. (3) The reactants are [NH2:1][CH2:2][CH2:3][O:4][C:5]1[C:9]([CH3:10])=[C:8]([NH:11][C:12]([NH:14][C@H:15]2[C@H:19]([C:20]3[CH:25]=[CH:24][C:23]([F:26])=[C:22]([F:27])[CH:21]=3)[CH2:18][N:17]([CH2:28][CH2:29][O:30][CH3:31])[CH2:16]2)=[O:13])[N:7]([C:32]2[CH:37]=[CH:36][CH:35]=[CH:34][CH:33]=2)[N:6]=1.[CH3:38][S:39](Cl)(=[O:41])=[O:40]. The yield is 0.720. The product is [F:27][C:22]1[CH:21]=[C:20]([C@@H:19]2[CH2:18][N:17]([CH2:28][CH2:29][O:30][CH3:31])[CH2:16][C@H:15]2[NH:14][C:12](=[O:13])[NH:11][C:8]2[N:7]([C:32]3[CH:33]=[CH:34][CH:35]=[CH:36][CH:37]=3)[N:6]=[C:5]([O:4][CH2:3][CH2:2][NH:1][S:39]([CH3:38])(=[O:41])=[O:40])[C:9]=2[CH3:10])[CH:25]=[CH:24][C:23]=1[F:26]. The catalyst is C(Cl)Cl.CCOC(C)=O.